Dataset: Forward reaction prediction with 1.9M reactions from USPTO patents (1976-2016). Task: Predict the product of the given reaction. (1) Given the reactants [SiH](CC)(CC)CC.B(F)(F)F.CCOCC.[Br:17][C:18]1[CH:19]=[CH:20][C:21]([Cl:37])=[C:22]([C:24]([C:26]2[CH:31]=[C:30]([F:32])[C:29]([O:33][CH2:34][CH3:35])=[CH:28][C:27]=2[F:36])=O)[CH:23]=1.C(=O)([O-])[O-].[Na+].[Na+], predict the reaction product. The product is: [Br:17][C:18]1[CH:19]=[CH:20][C:21]([Cl:37])=[C:22]([CH2:24][C:26]2[CH:31]=[C:30]([F:32])[C:29]([O:33][CH2:34][CH3:35])=[CH:28][C:27]=2[F:36])[CH:23]=1. (2) Given the reactants [CH:1]([C:3]1[N:4]([CH3:20])[C:5]([C:14]2[CH:19]=[CH:18][N:17]=[CH:16][CH:15]=2)=[C:6]([C:8]2[CH:13]=[CH:12][CH:11]=[CH:10][CH:9]=2)[N:7]=1)=[O:2].[BH4-].[Na+], predict the reaction product. The product is: [OH:2][CH2:1][C:3]1[N:4]([CH3:20])[C:5]([C:14]2[CH:15]=[CH:16][N:17]=[CH:18][CH:19]=2)=[C:6]([C:8]2[CH:9]=[CH:10][CH:11]=[CH:12][CH:13]=2)[N:7]=1. (3) Given the reactants Br[C:2]1[CH:3]=[CH:4][C:5]2[O:9][CH:8]=[N:7][C:6]=2[C:10]=1[O:11][C:12]1[CH:17]=[CH:16][CH:15]=[CH:14][CH:13]=1.[CH3:18][N:19]1[CH:24]=[C:23](B2OC(C)(C)C(C)(C)O2)[C:22]2[CH:34]=[CH:35][N:36]([S:37]([C:40]3[CH:45]=[CH:44][C:43]([CH3:46])=[CH:42][CH:41]=3)(=[O:39])=[O:38])[C:21]=2[C:20]1=[O:47], predict the reaction product. The product is: [CH3:18][N:19]1[CH:24]=[C:23]([C:2]2[CH:3]=[CH:4][C:5]3[O:9][CH:8]=[N:7][C:6]=3[C:10]=2[O:11][C:12]2[CH:17]=[CH:16][CH:15]=[CH:14][CH:13]=2)[C:22]2[CH:34]=[CH:35][N:36]([S:37]([C:40]3[CH:45]=[CH:44][C:43]([CH3:46])=[CH:42][CH:41]=3)(=[O:39])=[O:38])[C:21]=2[C:20]1=[O:47]. (4) Given the reactants [Cl:1][C:2]1[CH:28]=[CH:27][C:5]([CH2:6][N:7]2[C:15]3[C:10](=[CH:11][CH:12]=[CH:13][CH:14]=3)[CH:9]=[C:8]2[C:16]([N:18]2[CH2:23][CH2:22][CH:21]([C:24](O)=[O:25])[CH2:20][CH2:19]2)=[O:17])=[CH:4][CH:3]=1.C(N=C=NC[CH2:35][CH2:36][N:37]([CH3:39])[CH3:38])C.O[N:41]1[C:45]2C=CC=CC=2N=N1.C(N(CC)C(C)C)(C)C.N1CCOCC1, predict the reaction product. The product is: [Cl:1][C:2]1[CH:28]=[CH:27][C:5]([CH2:6][N:7]2[C:15]3[C:10](=[CH:11][CH:12]=[CH:13][CH:14]=3)[CH:9]=[C:8]2[C:16]([N:18]2[CH2:19][CH2:20][CH:21]([C:24]([N:41]3[CH2:35][CH2:36][N:37]([CH3:38])[CH2:39][CH2:45]3)=[O:25])[CH2:22][CH2:23]2)=[O:17])=[CH:4][CH:3]=1. (5) Given the reactants [CH3:1][O:2][C:3]1[CH:4]=[C:5]([CH:11]=[CH:12][C:13]=1[O:14][CH2:15][CH2:16][NH:17][CH2:18][CH2:19][C:20](=[O:41])[CH2:21][C:22]1[CH:27]=[CH:26][C:25]([NH:28][C:29]([NH:31][C:32]2[CH:37]=[CH:36][CH:35]=[CH:34][C:33]=2[F:38])=[O:30])=[C:24]([O:39][CH3:40])[CH:23]=1)[C:6]([O:8]CC)=[O:7].[OH-].[Na+].Cl, predict the reaction product. The product is: [CH3:1][O:2][C:3]1[CH:4]=[C:5]([CH:11]=[CH:12][C:13]=1[O:14][CH2:15][CH2:16][NH:17][CH2:18][CH2:19][C:20](=[O:41])[CH2:21][C:22]1[CH:27]=[CH:26][C:25]([NH:28][C:29]([NH:31][C:32]2[CH:37]=[CH:36][CH:35]=[CH:34][C:33]=2[F:38])=[O:30])=[C:24]([O:39][CH3:40])[CH:23]=1)[C:6]([OH:8])=[O:7].